From a dataset of Catalyst prediction with 721,799 reactions and 888 catalyst types from USPTO. Predict which catalyst facilitates the given reaction. Reactant: F[C:2]1[CH:3]=[CH:4][C:5]([N+:12]([O-:14])=[O:13])=[C:6]([CH:11]=1)[C:7]([O:9][CH3:10])=[O:8].[C:15]([O:19][C:20](=[O:29])[NH:21][C:22]1[CH:27]=[CH:26][CH:25]=[C:24]([OH:28])[CH:23]=1)([CH3:18])([CH3:17])[CH3:16].C([O-])([O-])=O.[K+].[K+].C1OCCOCCOCCOCCOCCOC1. Product: [CH3:10][O:9][C:7](=[O:8])[C:6]1[CH:11]=[C:2]([O:28][C:24]2[CH:25]=[CH:26][CH:27]=[C:22]([NH:21][C:20]([O:19][C:15]([CH3:18])([CH3:17])[CH3:16])=[O:29])[CH:23]=2)[CH:3]=[CH:4][C:5]=1[N+:12]([O-:14])=[O:13]. The catalyst class is: 3.